Dataset: Forward reaction prediction with 1.9M reactions from USPTO patents (1976-2016). Task: Predict the product of the given reaction. (1) Given the reactants [CH2:1]([C:5]1[N:6]([CH3:28])[C:7]2[C:16]3[CH:15]=[C:14]([O:17][CH2:18][CH2:19][CH:20]4[CH2:25][CH2:24][NH:23][CH2:22][CH2:21]4)[CH:13]=[CH:12][C:11]=3[N:10]=[C:9]([NH2:26])[C:8]=2[N:27]=1)[CH2:2][CH2:3][CH3:4].[CH:29]1([C:34](Cl)=[O:35])[CH2:33][CH2:32][CH2:31][CH2:30]1, predict the reaction product. The product is: [CH2:1]([C:5]1[N:6]([CH3:28])[C:7]2[C:16]3[CH:15]=[C:14]([O:17][CH2:18][CH2:19][CH:20]4[CH2:21][CH2:22][N:23]([C:34]([CH:29]5[CH2:33][CH2:32][CH2:31][CH2:30]5)=[O:35])[CH2:24][CH2:25]4)[CH:13]=[CH:12][C:11]=3[N:10]=[C:9]([NH2:26])[C:8]=2[N:27]=1)[CH2:2][CH2:3][CH3:4]. (2) Given the reactants [N:1]([CH:4]([C:10]1[N:11]([CH2:15][C:16]2[CH:21]=[CH:20][CH:19]=[CH:18][CH:17]=2)[CH:12]=[CH:13][N:14]=1)[CH:5]([CH2:8][CH3:9])[CH2:6][CH3:7])=[N+]=[N-], predict the reaction product. The product is: [CH2:15]([N:11]1[CH:12]=[CH:13][N:14]=[C:10]1[CH:4]([NH2:1])[CH:5]([CH2:8][CH3:9])[CH2:6][CH3:7])[C:16]1[CH:17]=[CH:18][CH:19]=[CH:20][CH:21]=1. (3) Given the reactants Cl.[OH:2][N:3]1[CH:7]=[CH:6][N:5]=[C:4]1[S:8][CH3:9].[CH3:10][N:11]([C:15]1[CH:20]=[CH:19][CH:18]=[CH:17][CH:16]=1)[C:12](Cl)=[O:13], predict the reaction product. The product is: [CH3:9][S:8][C:4]1[N:3]([O:2][C:12](=[O:13])[N:11]([CH3:10])[C:15]2[CH:20]=[CH:19][CH:18]=[CH:17][CH:16]=2)[CH:7]=[CH:6][N:5]=1. (4) Given the reactants [F:1][C:2]1[C:3](I)=[C:4]([C:8]([N:10]2[C@@H:14]3[CH2:15][CH2:16][C@H:11]2[C@H:12]([NH:17][C:18]2[N:23]=[CH:22][C:21]([C:24]([F:27])([F:26])[F:25])=[CH:20][N:19]=2)[CH2:13]3)=[O:9])[CH:5]=[CH:6][CH:7]=1.C([Sn](CCCC)(CCCC)[C:34]1[O:35][CH:36]=[CH:37][N:38]=1)CCC, predict the reaction product. The product is: [F:1][C:2]1[C:3]([C:34]2[O:35][CH:36]=[CH:37][N:38]=2)=[C:4]([C:8]([N:10]2[C@@H:14]3[CH2:15][CH2:16][C@H:11]2[C@H:12]([NH:17][C:18]2[N:23]=[CH:22][C:21]([C:24]([F:27])([F:26])[F:25])=[CH:20][N:19]=2)[CH2:13]3)=[O:9])[CH:5]=[CH:6][CH:7]=1. (5) The product is: [C:4]([C:5]1[N:10]=[CH:11][S:20][CH:6]=1)([O:3][CH2:1][CH3:2])=[O:12]. Given the reactants [CH2:1]([O:3][C:4](=[O:12])[C:5]([N+:10]#[C-:11])=[CH:6]N(C)C)[CH3:2].C(N(CC)CC)C.[SH2:20], predict the reaction product. (6) Given the reactants [F:1][C:2]1[CH:8]=[C:7]([I:9])[CH:6]=[CH:5][C:3]=1[NH2:4].[Cl:10][C:11]1[CH:19]=[CH:18][C:14]([C:15](Cl)=[O:16])=[CH:13][N:12]=1.ClC1C=CC(C(NC2C=CC(I)=C(C)C=2)=O)=CN=1, predict the reaction product. The product is: [Cl:10][C:11]1[CH:19]=[CH:18][C:14]([C:15]([NH:4][C:3]2[CH:5]=[CH:6][C:7]([I:9])=[CH:8][C:2]=2[F:1])=[O:16])=[CH:13][N:12]=1. (7) Given the reactants [CH:1]1([C@@H:6]2[NH:11][C:10](=[O:12])[C@H:9]([CH2:13][CH:14]([CH3:16])[CH3:15])[NH:8][CH2:7]2)[CH2:5][CH2:4][CH2:3][CH2:2]1.[F:17][C:18]1[CH:19]=[C:20]([C:25]2[O:29][N:28]=[C:27]([C:30](O)=[O:31])[CH:26]=2)[CH:21]=[CH:22][C:23]=1[F:24].C([C@@H]1N(C(=O)/C=C/C2C=CC=CC=2)C[C@H](CC(C)C)NC1=O)C(C)C, predict the reaction product. The product is: [CH:1]1([C@@H:6]2[NH:11][C:10](=[O:12])[C@H:9]([CH2:13][CH:14]([CH3:16])[CH3:15])[N:8]([C:30]([C:27]3[CH:26]=[C:25]([C:20]4[CH:21]=[CH:22][C:23]([F:24])=[C:18]([F:17])[CH:19]=4)[O:29][N:28]=3)=[O:31])[CH2:7]2)[CH2:2][CH2:3][CH2:4][CH2:5]1. (8) Given the reactants C(=O)([O-])[O-].[K+].[K+].O1CCOCC1.[CH:13]1([C:16]#[C:17][C:18]([C:20]2[N:25]=[C:24]([C:26]([O:28][CH3:29])=[O:27])[CH:23]=[CH:22][CH:21]=2)=[O:19])[CH2:15][CH2:14]1.CC1C=C(C)C=C(C)C=1S([O-])(=O)=O.[NH2:43][N+:44]1[CH:49]=[CH:48][CH:47]=[C:46]([O:50][CH3:51])[CH:45]=1, predict the reaction product. The product is: [CH:13]1([C:16]2[C:17]([C:18]([C:20]3[N:25]=[C:24]([C:26]([O:28][CH3:29])=[O:27])[CH:23]=[CH:22][CH:21]=3)=[O:19])=[C:49]3[CH:48]=[CH:47][C:46]([O:50][CH3:51])=[CH:45][N:44]3[N:43]=2)[CH2:15][CH2:14]1. (9) Given the reactants [CH3:1][C:2]1[C:7]([N+:8]([O-])=O)=[CH:6][CH:5]=[CH:4][C:3]=1[O:11][CH3:12], predict the reaction product. The product is: [CH3:12][O:11][C:3]1[C:2]([CH3:1])=[C:7]([CH:6]=[CH:5][CH:4]=1)[NH2:8]. (10) Given the reactants Cl[C:2]1[C:3]2[CH:20]=[CH:19][C:18](=[O:21])[N:17]([C:22]3[C:27]([F:28])=[CH:26][CH:25]=[CH:24][C:23]=3[F:29])[C:4]=2[N:5]=[C:6]([NH:8][CH2:9][CH2:10][CH2:11][N:12]([CH2:15][CH3:16])[CH2:13][CH3:14])[N:7]=1.CC1(C)C(C)(C)OB([C:38]2[CH:39]=[C:40]([CH:44]=[CH:45][CH:46]=2)[C:41]([OH:43])=[O:42])O1.C(=O)([O-])[O-].[K+].[K+], predict the reaction product. The product is: [CH2:13]([N:12]([CH2:15][CH3:16])[CH2:11][CH2:10][CH2:9][NH:8][C:6]1[N:7]=[C:2]([C:38]2[CH:39]=[C:40]([CH:44]=[CH:45][CH:46]=2)[C:41]([OH:43])=[O:42])[C:3]2[CH:20]=[CH:19][C:18](=[O:21])[N:17]([C:22]3[C:27]([F:28])=[CH:26][CH:25]=[CH:24][C:23]=3[F:29])[C:4]=2[N:5]=1)[CH3:14].